From a dataset of Catalyst prediction with 721,799 reactions and 888 catalyst types from USPTO. Predict which catalyst facilitates the given reaction. Reactant: C1C2C(COC([NH:18][C@@H:19]([CH2:38][S:39][CH2:40][C@H:41]([O:60][CH2:61][CH2:62][CH2:63][CH2:64][CH2:65][CH2:66][CH2:67][CH2:68][CH2:69][CH2:70][CH2:71][CH2:72][CH2:73][CH2:74][CH2:75][CH3:76])[CH2:42][O:43][CH2:44][CH2:45][CH2:46][CH2:47][CH2:48][CH2:49][CH2:50][CH2:51][CH2:52][CH2:53][CH2:54][CH2:55][CH2:56][CH2:57][CH2:58][CH3:59])[C:20](=[O:37])[NH:21][C@@H:22]([CH2:35][CH3:36])[C:23](=[O:34])[NH:24][C@@H:25]([C:31](=[O:33])[NH2:32])[CH2:26][CH2:27][C:28]([OH:30])=[O:29])=O)C3C(=CC=CC=3)C=2C=CC=1.N1CCCCC1. Product: [NH2:18][C@@H:19]([CH2:38][S:39][CH2:40][C@H:41]([O:60][CH2:61][CH2:62][CH2:63][CH2:64][CH2:65][CH2:66][CH2:67][CH2:68][CH2:69][CH2:70][CH2:71][CH2:72][CH2:73][CH2:74][CH2:75][CH3:76])[CH2:42][O:43][CH2:44][CH2:45][CH2:46][CH2:47][CH2:48][CH2:49][CH2:50][CH2:51][CH2:52][CH2:53][CH2:54][CH2:55][CH2:56][CH2:57][CH2:58][CH3:59])[C:20](=[O:37])[NH:21][C@@H:22]([CH2:35][CH3:36])[C:23](=[O:34])[NH:24][C@@H:25]([C:31](=[O:33])[NH2:32])[CH2:26][CH2:27][C:28]([OH:30])=[O:29]. The catalyst class is: 10.